From a dataset of Catalyst prediction with 721,799 reactions and 888 catalyst types from USPTO. Predict which catalyst facilitates the given reaction. (1) Reactant: P(Cl)(Cl)(Cl)(Cl)Cl.[Cl:7][C:8]1[C:9]([CH2:14][NH:15][C:16]([CH:18]2[CH2:26][CH2:25][CH:24]3[N:20]([C:21](=[O:29])[CH2:22][C:23]3([CH3:28])[CH3:27])[CH2:19]2)=O)=[N:10][CH:11]=[CH:12][N:13]=1. Product: [Cl:7][C:8]1[C:9]2[N:10]([C:16]([CH:18]3[CH2:26][CH2:25][CH:24]4[N:20]([C:21](=[O:29])[CH2:22][C:23]4([CH3:28])[CH3:27])[CH2:19]3)=[N:15][CH:14]=2)[CH:11]=[CH:12][N:13]=1. The catalyst class is: 10. (2) Reactant: [CH3:1][N:2]1[CH:6]=[C:5]([CH2:7][CH2:8][C:9](OCC)=[O:10])[N:4]=[CH:3]1.[H-].[Al+3].[Li+].[H-].[H-].[H-].O.[OH-].[Na+]. Product: [CH3:1][N:2]1[CH:6]=[C:5]([CH2:7][CH2:8][CH2:9][OH:10])[N:4]=[CH:3]1. The catalyst class is: 7. (3) Reactant: [N:1]1[CH:6]=[CH:5][CH:4]=[CH:3][C:2]=1[C:7]1[N:11]=[C:10]([C:12]2[CH:17]=[C:16]([OH:18])[CH:15]=[C:14]([C:19]#[N:20])[CH:13]=2)[O:9][N:8]=1.C(=O)([O-])[O-].[K+].[K+].[C:27]([O:31][C:32](=[O:35])[CH2:33]Br)([CH3:30])([CH3:29])[CH3:28]. Product: [N:1]1[CH:6]=[CH:5][CH:4]=[CH:3][C:2]=1[C:7]1[N:11]=[C:10]([C:12]2[CH:17]=[C:16]([O:18][CH2:33][C:32]([O:31][C:27]([CH3:30])([CH3:29])[CH3:28])=[O:35])[CH:15]=[C:14]([C:19]#[N:20])[CH:13]=2)[O:9][N:8]=1. The catalyst class is: 204. (4) Reactant: C1(P(C2C=CC=CC=2)C2C=CC=CC=2)C=CC=CC=1.[C:20]([Br:24])(Br)(Br)Br.[CH2:25]([O:32][CH2:33][CH:34]([OH:37])CO)[C:26]1[CH:31]=[CH:30][CH:29]=[CH:28][CH:27]=1. Product: [CH2:25]([O:32][CH2:33][CH:34]([OH:37])[CH2:20][Br:24])[C:26]1[CH:31]=[CH:30][CH:29]=[CH:28][CH:27]=1. The catalyst class is: 17. (5) Reactant: [CH2:1]([N:4]1[CH2:13][CH2:12][C:11]2[C:6](=[CH:7][CH:8]=[C:9](Br)[CH:10]=2)[C:5]1=[O:15])[CH:2]=[CH2:3].[C:16]([C:18]1[CH:23]=[CH:22][C:21](B(O)O)=[CH:20][CH:19]=1)#[N:17].C(=O)([O-])[O-].[K+].[K+].O. Product: [CH2:1]([N:4]1[CH2:13][CH2:12][C:11]2[C:6](=[CH:7][CH:8]=[C:9]([C:21]3[CH:22]=[CH:23][C:18]([C:16]#[N:17])=[CH:19][CH:20]=3)[CH:10]=2)[C:5]1=[O:15])[CH:2]=[CH2:3]. The catalyst class is: 12. (6) Reactant: [CH2:1](C1C2C(=CC=CC=2)NC=1)[C:2]1[C:10]2[C:5](=[CH:6][CH:7]=[CH:8][CH:9]=2)[NH:4][CH:3]=1.C(O[CH2:28][CH3:29])(OCC)OCC. Product: [CH:7]1[CH:8]=[CH:9][CH:10]=[C:5]2[N:4]=[C:3]3[CH:1]=[C:2]4[C:3](=[N:4][C:5]5[C:10]4=[CH:9][CH:8]=[CH:7][CH:6]=5)[CH:29]=[C:28]3[C:6]=12. The catalyst class is: 5. (7) Reactant: Br[CH2:2][C:3]1[C:4]([C:18]2[CH:23]=[CH:22][C:21]([F:24])=[CH:20][CH:19]=2)=[N:5][C:6]([N:12]([CH3:17])[S:13]([CH3:16])(=[O:15])=[O:14])=[N:7][C:8]=1[CH:9]([CH3:11])[CH3:10].C1(C)C=CC=CC=1.[C:32]1([PH2:38]([C:42]2[CH:47]=[CH:46][CH:45]=[CH:44][CH:43]=2)[O:39]CC)[CH:37]=[CH:36][CH:35]=[CH:34][CH:33]=1. Product: [C:32]1([P:38](=[O:39])([C:42]2[CH:47]=[CH:46][CH:45]=[CH:44][CH:43]=2)[CH2:2][C:3]2[C:4]([C:18]3[CH:23]=[CH:22][C:21]([F:24])=[CH:20][CH:19]=3)=[N:5][C:6]([N:12]([CH3:17])[S:13]([CH3:16])(=[O:15])=[O:14])=[N:7][C:8]=2[CH:9]([CH3:11])[CH3:10])[CH:33]=[CH:34][CH:35]=[CH:36][CH:37]=1. The catalyst class is: 6.